This data is from Peptide-MHC class II binding affinity with 134,281 pairs from IEDB. The task is: Regression. Given a peptide amino acid sequence and an MHC pseudo amino acid sequence, predict their binding affinity value. This is MHC class II binding data. (1) The peptide sequence is GSMAKKGDEQKLRSA. The MHC is DRB1_1602 with pseudo-sequence DRB1_1602. The binding affinity (normalized) is 0.203. (2) The peptide sequence is EKKDFAATQFEPLAA. The MHC is HLA-DPA10201-DPB11401 with pseudo-sequence HLA-DPA10201-DPB11401. The binding affinity (normalized) is 0.655. (3) The peptide sequence is DGRLLRGHDQSAYDGKDY. The MHC is HLA-DQA10501-DQB10301 with pseudo-sequence HLA-DQA10501-DQB10301. The binding affinity (normalized) is 0.194. (4) The peptide sequence is YISAIVQGERMDEPIPA. The MHC is DRB1_1501 with pseudo-sequence DRB1_1501. The binding affinity (normalized) is 0. (5) The peptide sequence is IRQAGVQYSR. The MHC is DRB4_0101 with pseudo-sequence DRB4_0103. The binding affinity (normalized) is 0.515. (6) The peptide sequence is VDIMVRDGQLTIKAE. The MHC is HLA-DQA10101-DQB10501 with pseudo-sequence HLA-DQA10101-DQB10501. The binding affinity (normalized) is 0.226. (7) The peptide sequence is APATPAAAGAEAGKA. The MHC is DRB1_0401 with pseudo-sequence DRB1_0401. The binding affinity (normalized) is 0.315.